From a dataset of Reaction yield outcomes from USPTO patents with 853,638 reactions. Predict the reaction yield, written as a fraction of the theoretical maximum amount of product (1.0 means a 100% yield; for example, 0.34 means a 34% yield). (1) The reactants are [Cl:1][C:2]1[N:3]=[N:4][C:5]([Cl:9])=[CH:6][C:7]=1Cl.[NH:10]1[CH2:15][CH2:14][O:13][CH2:12][CH2:11]1. The catalyst is CCO. The product is [Cl:1][C:2]1[N:3]=[N:4][C:5]([Cl:9])=[CH:6][C:7]=1[N:10]1[CH2:15][CH2:14][O:13][CH2:12][CH2:11]1. The yield is 0.860. (2) The reactants are C([N:8]1[C:13]([CH3:15])([CH3:14])[CH2:12][N:11]([CH2:16][C:17]2[CH:22]=[C:21]([C:23]3[CH:28]=[CH:27][C:26]([O:29][CH2:30][O:31][CH3:32])=[CH:25][CH:24]=3)[N:20]=[C:19]3[N:33]([CH:37]4[CH2:42][CH2:41][CH2:40][CH2:39][O:38]4)[N:34]=[C:35]([CH3:36])[C:18]=23)[C:10]([CH3:44])([CH3:43])[CH2:9]1)C1C=CC=CC=1. The catalyst is ClCCl. The product is [CH3:32][O:31][CH2:30][O:29][C:26]1[CH:25]=[CH:24][C:23]([C:21]2[N:20]=[C:19]3[N:33]([CH:37]4[CH2:42][CH2:41][CH2:40][CH2:39][O:38]4)[N:34]=[C:35]([CH3:36])[C:18]3=[C:17]([CH2:16][N:11]3[CH2:12][C:13]([CH3:15])([CH3:14])[NH:8][CH2:9][C:10]3([CH3:44])[CH3:43])[CH:22]=2)=[CH:28][CH:27]=1. The yield is 0.930. (3) The reactants are CC[CH2:3][CH2:4][CH2:5][CH2:6][CH2:7][CH2:8][CH2:9][CH2:10][CH2:11][CH2:12][CH3:13].COC1C=CC=C[N:17]=1. No catalyst specified. The product is [C:8]1([C:7]2[CH:6]=[CH:5][CH:4]=[CH:3][N:17]=2)[CH:9]=[CH:10][CH:11]=[CH:12][CH:13]=1. The yield is 0.750.